Dataset: Retrosynthesis with 50K atom-mapped reactions and 10 reaction types from USPTO. Task: Predict the reactants needed to synthesize the given product. (1) Given the product Cc1cnc(N2CCN(C(=O)c3ccc(CN4CCCS4(=O)=O)nc3)CC2)c(C)c1, predict the reactants needed to synthesize it. The reactants are: COC(=O)c1ccc(CN2CCCS2(=O)=O)nc1.Cc1cnc(N2CCNCC2)c(C)c1. (2) The reactants are: CCOC(=O)Cl.O[C@@H]1C=C[C@H](n2cnc3c(Cl)ncnc32)C1. Given the product CCOC(=O)O[C@@H]1C=C[C@H](n2cnc3c(Cl)ncnc32)C1, predict the reactants needed to synthesize it. (3) Given the product [N-]=[N+]=NC(=O)C=Cc1ccc(Br)cc1, predict the reactants needed to synthesize it. The reactants are: O=C(Cl)C=Cc1ccc(Br)cc1.[N-]=[N+]=[N-]. (4) Given the product O=C(Nc1ccccc1)C1=C(O)c2ccccc2N(c2ccccc2)C1, predict the reactants needed to synthesize it. The reactants are: CCOC(=O)C1=C(O)c2ccccc2N(c2ccccc2)C1.Nc1ccccc1.